The task is: Predict the reaction yield, written as a fraction of the theoretical maximum amount of product (1.0 means a 100% yield; for example, 0.34 means a 34% yield).. This data is from Reaction yield outcomes from USPTO patents with 853,638 reactions. (1) The reactants are [N+:1]([C:4]1[C:13]2[C:8](=[CH:9][CH:10]=[CH:11][CH:12]=2)[C:7]([O:14][C:15]2[CH:20]=[CH:19][N:18]=[C:17]([NH2:21])[CH:16]=2)=[CH:6][CH:5]=1)([O-:3])=[O:2].CCN(C(C)C)C(C)C.[CH3:31][O:32][CH2:33][C:34](Cl)=[O:35].N. The catalyst is C(Cl)Cl.C(O)(=O)C. The product is [CH3:31][O:32][CH2:33][C:34]([NH:21][C:17]1[CH:16]=[C:15]([O:14][C:7]2[C:8]3[C:13](=[CH:12][CH:11]=[CH:10][CH:9]=3)[C:4]([N+:1]([O-:3])=[O:2])=[CH:5][CH:6]=2)[CH:20]=[CH:19][N:18]=1)=[O:35]. The yield is 0.900. (2) The reactants are Br[C:2]1[C:3]([C:17]([O:19][CH3:20])=[O:18])=[C:4]([CH3:16])[N:5]([CH2:8][O:9][CH2:10][CH2:11][Si:12]([CH3:15])([CH3:14])[CH3:13])[C:6]=1[CH3:7].[C:21]1(B(O)O)[C:30]2[C:25](=[CH:26][CH:27]=[CH:28][CH:29]=2)[CH:24]=[CH:23][CH:22]=1.C(=O)([O-])[O-].[K+].[K+].C1(P(C2CCCCC2)C2C=CC=CC=2C2C(OC)=CC=CC=2OC)CCCCC1. The catalyst is C1(C)C=CC=CC=1.C1C=CC(/C=C/C(/C=C/C2C=CC=CC=2)=O)=CC=1.C1C=CC(/C=C/C(/C=C/C2C=CC=CC=2)=O)=CC=1.C1C=CC(/C=C/C(/C=C/C2C=CC=CC=2)=O)=CC=1.[Pd].[Pd].O. The product is [CH3:16][C:4]1[N:5]([CH2:8][O:9][CH2:10][CH2:11][Si:12]([CH3:15])([CH3:14])[CH3:13])[C:6]([CH3:7])=[C:2]([C:29]2[C:30]3[C:25](=[CH:24][CH:23]=[CH:22][CH:21]=3)[CH:26]=[CH:27][CH:28]=2)[C:3]=1[C:17]([O:19][CH3:20])=[O:18]. The yield is 0.960. (3) The reactants are [C:1](/[CH:3]=[CH:4]/[S:5]([C:8]1[CH:13]=[CH:12][C:11]([C:14]([CH3:19])([CH3:18])[C:15]([OH:17])=O)=[CH:10][CH:9]=1)(=[O:7])=[O:6])#[N:2].[CH2:20]([NH2:24])[CH:21]([CH3:23])[CH3:22].Cl.CN(C)CCCN=C=NCC.ON1C2C=CC=CC=2N=N1.C(=O)(O)[O-].[Na+]. The catalyst is O1CCCC1. The product is [C:1](/[CH:3]=[CH:4]/[S:5]([C:8]1[CH:9]=[CH:10][C:11]([C:14]([CH3:19])([CH3:18])[C:15]([NH:24][CH2:20][CH:21]([CH3:23])[CH3:22])=[O:17])=[CH:12][CH:13]=1)(=[O:6])=[O:7])#[N:2]. The yield is 0.200. (4) The yield is 1.00. The product is [OH:13][CH:12]([CH:11]=[C:10]([CH3:14])[CH3:9])[CH2:2][C:1]#[N:3]. The catalyst is C1COCC1. The reactants are [C:1](#[N:3])[CH3:2].[Li]CCCC.[CH3:9][C:10]([CH3:14])=[CH:11][CH:12]=[O:13]. (5) The reactants are [NH2:1][C@@H:2]([CH3:18])[CH2:3][N:4]1[CH:8]=[CH:7][C:6]([C:9]2[CH:16]=[CH:15][C:12]([C:13]#[N:14])=[C:11]([Cl:17])[CH:10]=2)=[N:5]1.[CH3:19][C:20]1[O:24][C:23]([C:25](O)=[O:26])=[N:22][N:21]=1. No catalyst specified. The product is [Cl:17][C:11]1[CH:10]=[C:9]([C:6]2[CH:7]=[CH:8][N:4]([CH2:3][C@@H:2]([NH:1][C:25]([C:23]3[O:24][C:20]([CH3:19])=[N:21][N:22]=3)=[O:26])[CH3:18])[N:5]=2)[CH:16]=[CH:15][C:12]=1[C:13]#[N:14]. The yield is 0.0370. (6) The reactants are [C:1](=[O:8])([O:3][C:4]([CH3:7])([CH3:6])[CH3:5])[NH2:2].[OH-:9].[Na+].ClO[C:13]([CH3:16])([CH3:15])[CH3:14].CC[C@@H]1[C@@H]2C[C@H]([C@@H](OC3[C:50]4[C:45](=C[CH:47]=[CH:48][CH:49]=4)[C:44]([O:51][C@@H:52](C4C=CN=C5C=4C=C(OC)C=C5)[C@@H]4N5C[C@H](CC)[C@@H](CC5)C4)=[N:43]N=3)C3C=CN=C4C=3C=C(OC)C=C4)N(CC2)C1.CC[C@H]1[C@H]2C[C@H]([C@H](OC3C4C(=CC=CC=4)C(O[C@H](C4C=CN=C5C=4C=C(OC)C=C5)[C@@H]4N5C[C@H](CC)[C@@H](CC5)C4)=NN=3)C3C=CN=C4C=3C=[C:89]([O:96]C)C=C4)N(CC2)C1.[O-]S([O-])=O.[Na+].[Na+].[CH2:139]([OH:142])[CH2:140]C. The catalyst is O.C(O)CC.O.O.[O-][Os]([O-])(=O)=O.[K+].[K+]. The product is [CH3:89][O:96][C:139](=[O:142])[C@@H:140]([OH:9])[C@H:14]([NH:2][C:1]([O:3][C:4]([CH3:7])([CH3:6])[CH3:5])=[O:8])[C:13]1[CH:16]=[CH:47][CH:48]=[C:49]2[C:15]=1[N:43]=[C:44]([O:51][CH3:52])[CH:45]=[CH:50]2. The yield is 0.630. (7) The reactants are Br[C:2]1[CH:3]=[N:4][CH:5]=[CH:6][CH:7]=1.[O:8]=[C:9]1[C@@H:16]2[C@@H:12]([CH2:13][N:14]([C:17]([O:19][C:20]([CH3:23])([CH3:22])[CH3:21])=[O:18])[CH2:15]2)[CH2:11][CH2:10]1. No catalyst specified. The product is [OH:8][C:9]1([C:2]2[CH:3]=[N:4][CH:5]=[CH:6][CH:7]=2)[C@@H:16]2[C@@H:12]([CH2:13][N:14]([C:17]([O:19][C:20]([CH3:23])([CH3:22])[CH3:21])=[O:18])[CH2:15]2)[CH2:11][CH2:10]1. The yield is 0.270. (8) The reactants are [Cl:1][C:2]1[C:3]([F:25])=[C:4]([CH2:8][N:9]2[CH:13]=[CH:12][C:11]([N:14]3C(=O)C4C(=CC=CC=4)C3=O)=[N:10]2)[CH:5]=[CH:6][CH:7]=1.O.NN. The catalyst is C(O)C. The product is [Cl:1][C:2]1[C:3]([F:25])=[C:4]([CH2:8][N:9]2[CH:13]=[CH:12][C:11]([NH2:14])=[N:10]2)[CH:5]=[CH:6][CH:7]=1. The yield is 1.00. (9) The reactants are Cl.[CH3:2][O:3][C:4]1[CH:13]=[C:12]2[C:7]([CH:8]=[CH:9][CH:10]=[C:11]2[CH2:14][CH2:15][NH2:16])=[CH:6][CH:5]=1.[C:17]([O-])(=[O:19])[CH3:18].[Na+].C(OC(=O)C)(=O)C.O. The catalyst is C(O)C. The product is [CH3:2][O:3][C:4]1[CH:13]=[C:12]2[C:7]([CH:8]=[CH:9][CH:10]=[C:11]2[CH2:14][CH2:15][NH:16][C:17](=[O:19])[CH3:18])=[CH:6][CH:5]=1. The yield is 0.925. (10) The reactants are [F:1][C:2]([F:13])([F:12])[O:3][C:4]1[CH:11]=[CH:10][C:7]([CH2:8][NH2:9])=[CH:6][CH:5]=1.C[O:15][C:16](=O)[C:17]1[C:22]([I:23])=[C:21]([F:24])[CH:20]=[CH:19][C:18]=1[CH2:25]Br.C([O-])([O-])=O.[K+].[K+]. The catalyst is C1(C)C=CC=CC=1. The product is [F:24][C:21]1[C:22]([I:23])=[C:17]2[C:18]([CH2:25][N:9]([CH2:8][C:7]3[CH:10]=[CH:11][C:4]([O:3][C:2]([F:12])([F:13])[F:1])=[CH:5][CH:6]=3)[C:16]2=[O:15])=[CH:19][CH:20]=1. The yield is 0.400.